From a dataset of Forward reaction prediction with 1.9M reactions from USPTO patents (1976-2016). Predict the product of the given reaction. (1) The product is: [CH3:14][C:8]12[O:13][C:2]([CH3:1])([CH:11]=[C:10]([O:12][S:29]([C:28]([F:33])([F:34])[C:27]([F:35])([F:36])[C:26]([F:25])([F:41])[C:37]([F:40])([F:39])[F:38])(=[O:31])=[O:30])[CH2:9]1)[CH:3]1[CH:7]2[O:6][C:5]([CH3:16])([CH3:15])[O:4]1. Given the reactants [CH3:1][C:2]12[O:13][C:8]([CH3:14])([CH2:9][C:10](=[O:12])[CH2:11]1)[CH:7]1[CH:3]2[O:4][C:5]([CH3:16])([CH3:15])[O:6]1.C([N-]C(C)C)(C)C.[Li+].[F:25][C:26]([F:41])([C:37]([F:40])([F:39])[F:38])[C:27]([F:36])([F:35])[C:28]([F:34])([F:33])[S:29](F)(=[O:31])=[O:30], predict the reaction product. (2) Given the reactants Cl[C:2]1[N:3]=[C:4]([N:24]2[CH2:29][CH2:28][O:27][CH2:26][CH2:25]2)[C:5]2[S:10][C:9]([C:11]([N:14]3[CH2:19][CH2:18][N:17]([S:20]([CH3:23])(=[O:22])=[O:21])[CH2:16][CH2:15]3)([CH3:13])[CH3:12])=[CH:8][C:6]=2[N:7]=1.CC1(C)C(C)(C)OB([C:38]2[CH:46]=[CH:45][CH:44]=[C:43]3[C:39]=2[CH:40]=[N:41][NH:42]3)O1, predict the reaction product. The product is: [NH:42]1[C:43]2[C:39](=[C:38]([C:2]3[N:3]=[C:4]([N:24]4[CH2:29][CH2:28][O:27][CH2:26][CH2:25]4)[C:5]4[S:10][C:9]([C:11]([N:14]5[CH2:19][CH2:18][N:17]([S:20]([CH3:23])(=[O:22])=[O:21])[CH2:16][CH2:15]5)([CH3:13])[CH3:12])=[CH:8][C:6]=4[N:7]=3)[CH:46]=[CH:45][CH:44]=2)[CH:40]=[N:41]1. (3) The product is: [C:1]([O:5][C:6](=[O:20])[NH:7][CH2:8][CH2:9][CH2:10][CH2:11][N:12]([CH2:13][C:14]1[N:15]([CH3:19])[CH:16]=[CH:17][N:18]=1)[CH2:28][C:23]1[C:22]([CH3:21])=[CH:27][CH:26]=[CH:25][N:24]=1)([CH3:4])([CH3:3])[CH3:2]. Given the reactants [C:1]([O:5][C:6](=[O:20])[NH:7][CH2:8][CH2:9][CH2:10][CH2:11][NH:12][CH2:13][C:14]1[N:15]([CH3:19])[CH:16]=[CH:17][N:18]=1)([CH3:4])([CH3:3])[CH3:2].[CH3:21][C:22]1[C:23]([CH:28]=O)=[N:24][CH:25]=[CH:26][CH:27]=1, predict the reaction product. (4) Given the reactants [CH:1]1[C:10]2[C:5](=[CH:6][CH:7]=[CH:8][CH:9]=2)[CH:4]=[CH:3][C:2]=1[CH:11]([OH:13])[CH3:12].C(N(CC)CC)C.[CH3:21][S:22](Cl)(=[O:24])=[O:23], predict the reaction product. The product is: [CH3:21][S:22]([O:13][CH:11]([C:2]1[CH:3]=[CH:4][C:5]2[C:10](=[CH:9][CH:8]=[CH:7][CH:6]=2)[CH:1]=1)[CH3:12])(=[O:24])=[O:23]. (5) Given the reactants [H-].[Al+3].[Li+].[H-].[H-].[H-].[O:7]1[CH2:12][CH2:11][CH2:10][CH2:9][CH:8]1[O:13][C:14]1[CH:21]=[CH:20][C:17]([C:18]#[N:19])=[CH:16][CH:15]=1.O.[OH-].[Na+], predict the reaction product. The product is: [O:7]1[CH2:12][CH2:11][CH2:10][CH2:9][CH:8]1[O:13][C:14]1[CH:15]=[CH:16][C:17]([CH2:18][NH2:19])=[CH:20][CH:21]=1. (6) The product is: [Br:1][C:2]1[CH:7]=[CH:6][CH:5]=[C:4]([O:8][CH3:9])[C:3]=1[CH2:10][CH:11]1[CH2:12][O:13][C:17]([CH3:19])([CH3:18])[O:14]1. Given the reactants [Br:1][C:2]1[CH:7]=[CH:6][CH:5]=[C:4]([O:8][CH3:9])[C:3]=1[CH2:10][CH:11]([OH:14])[CH2:12][OH:13].CO[C:17](OC)([CH3:19])[CH3:18].O.C1(C)C=CC(S(O)(=O)=O)=CC=1, predict the reaction product. (7) Given the reactants [OH:1][CH2:2][CH:3]1[CH2:7][CH2:6][CH2:5][NH:4]1.[C:8](Cl)(=[O:10])[CH3:9].[OH-].[K+], predict the reaction product. The product is: [OH:1][CH2:2][CH:3]1[CH2:7][CH2:6][CH2:5][N:4]1[C:8](=[O:10])[CH3:9].